This data is from Reaction yield outcomes from USPTO patents with 853,638 reactions. The task is: Predict the reaction yield, written as a fraction of the theoretical maximum amount of product (1.0 means a 100% yield; for example, 0.34 means a 34% yield). (1) The reactants are [NH2:1][C:2]1[CH:3]=[C:4]([CH:10]=[CH:11][N:12]=1)[C:5]([O:7][CH2:8][CH3:9])=[O:6].[CH3:13][S:14](Cl)(=[O:16])=[O:15]. The catalyst is N1C=CC=CC=1. The product is [CH3:13][S:14]([NH:1][C:2]1[CH:3]=[C:4]([CH:10]=[CH:11][N:12]=1)[C:5]([O:7][CH2:8][CH3:9])=[O:6])(=[O:16])=[O:15]. The yield is 0.880. (2) The reactants are [O:1]=[C:2]1[C:10]2[C:5](=[CH:6][CH:7]=[CH:8][CH:9]=2)[C:4](=[O:11])[N:3]1[CH2:12][CH2:13][CH2:14][CH2:15][C:16]1[CH:21]=[CH:20][C:19]([S:22](Cl)(=[O:24])=[O:23])=[CH:18][CH:17]=1.CN1CCOCC1.[NH2:33][C@@H:34]([CH:38]([CH3:40])[CH3:39])[C:35]([NH2:37])=[O:36]. The yield is 0.730. The product is [O:1]=[C:2]1[C:10]2[C:5](=[CH:6][CH:7]=[CH:8][CH:9]=2)[C:4](=[O:11])[N:3]1[CH2:12][CH2:13][CH2:14][CH2:15][C:16]1[CH:21]=[CH:20][C:19]([S:22]([NH:33][C@@H:34]([CH:38]([CH3:40])[CH3:39])[C:35]([NH2:37])=[O:36])(=[O:24])=[O:23])=[CH:18][CH:17]=1. The catalyst is CN(C=O)C.